From a dataset of Reaction yield outcomes from USPTO patents with 853,638 reactions. Predict the reaction yield, written as a fraction of the theoretical maximum amount of product (1.0 means a 100% yield; for example, 0.34 means a 34% yield). (1) The reactants are [CH3:1][C:2]1[O:3][CH:4]=[CH:5][C:6]=1[CH3:7].C([Li])CCC.[C:13]([C:15]1[N:20]=[CH:19][CH:18]=[CH:17][N:16]=1)#N.Cl.C([O:24]CC)C. The catalyst is CCCCCC. The product is [CH3:7][C:6]1[CH:5]=[C:4]([C:13]([C:15]2[N:20]=[CH:19][CH:18]=[CH:17][N:16]=2)=[O:24])[O:3][C:2]=1[CH3:1]. The yield is 0.0700. (2) The reactants are [Br:1][C:2]1[CH:7]=[CH:6][C:5]([C:8](=O)[CH2:9][CH2:10][CH2:11][NH:12]C(=O)OC(C)(C)C)=[CH:4][CH:3]=1.[OH-].[Na+]. The catalyst is C(O)(C(F)(F)F)=O. The product is [Br:1][C:2]1[CH:7]=[CH:6][C:5]([C:8]2[CH2:9][CH2:10][CH2:11][N:12]=2)=[CH:4][CH:3]=1. The yield is 0.800. (3) The reactants are [CH3:1][C:2]1[O:6][N:5]=[C:4]([C:7]2[CH:12]=[CH:11][CH:10]=[CH:9][CH:8]=2)[C:3]=1[CH2:13][O:14][C:15]1[N:20]=[CH:19][C:18]([C:21]([NH:23][CH:24]2[CH2:29][CH2:28][CH2:27][N:26]([CH2:30][C:31](O)=[O:32])[CH2:25]2)=[O:22])=[CH:17][CH:16]=1.[CH2:34]([CH2:36][NH2:37])[OH:35]. No catalyst specified. The product is [OH:35][CH2:34][CH2:36][NH:37][C:31]([CH2:30][N:26]1[CH2:27][CH2:28][CH2:29][CH:24]([NH:23][C:21](=[O:22])[C:18]2[CH:17]=[CH:16][C:15]([O:14][CH2:13][C:3]3[C:4]([C:7]4[CH:8]=[CH:9][CH:10]=[CH:11][CH:12]=4)=[N:5][O:6][C:2]=3[CH3:1])=[N:20][CH:19]=2)[CH2:25]1)=[O:32]. The yield is 0.670. (4) The reactants are Br[C:2]1[C:3]([N:9]2[CH2:14][CH2:13][O:12][CH2:11][C@H:10]2[C:15]([OH:17])=O)=[N:4][C:5](Cl)=[N:6][CH:7]=1.O[N:19]1[C:23]2[CH:24]=[CH:25][CH:26]=[CH:27][C:22]=2N=N1.Cl.[CH2:29](N=C=NCCCN(C)C)[CH3:30].[Cl:40][C:41]1[CH:46]=[CH:45][C:44]([C@@H:47]([NH2:49])[CH3:48])=[CH:43][CH:42]=1. The catalyst is C1COCC1. The product is [Cl:40][C:41]1[CH:46]=[CH:45][C:44]([C@@H:47]([N:49]2[C:15](=[O:17])[C@@H:10]3[CH2:11][O:12][CH2:13][CH2:14][N:9]3[C:3]3[N:4]=[C:5]([C:27]4[CH:26]=[CH:25][CH:24]=[C:23]5[C:22]=4[CH:29]=[CH:30][NH:19]5)[N:6]=[CH:7][C:2]2=3)[CH3:48])=[CH:43][CH:42]=1. The yield is 0.880. (5) No catalyst specified. The reactants are [CH:1]1([C:4]2[CH:5]=[CH:6][C:7]([C:15]([OH:17])=O)=[N:8][C:9]=2[O:10][CH2:11][CH:12]2[CH2:14][CH2:13]2)[CH2:3][CH2:2]1.Cl.[F:19][C:20]([F:28])([F:27])[C:21]1([OH:26])[CH2:25][CH2:24][NH:23][CH2:22]1. The yield is 0.470. The product is [CH:1]1([C:4]2[CH:5]=[CH:6][C:7]([C:15]([N:23]3[CH2:24][CH2:25][C:21]([OH:26])([C:20]([F:28])([F:27])[F:19])[CH2:22]3)=[O:17])=[N:8][C:9]=2[O:10][CH2:11][CH:12]2[CH2:13][CH2:14]2)[CH2:2][CH2:3]1. (6) The product is [F:1][C:2]([F:28])([C:22]1[CH:23]=[CH:24][CH:25]=[CH:26][CH:27]=1)[CH2:3][O:4][CH2:5][CH2:6][CH2:7][CH2:8][CH2:9][CH2:10][NH2:11]. The yield is 0.540. The reactants are [F:1][C:2]([F:28])([C:22]1[CH:27]=[CH:26][CH:25]=[CH:24][CH:23]=1)[CH2:3][O:4][CH2:5][CH2:6][CH2:7][CH2:8][CH2:9][CH2:10][N:11]1C(=O)C2C(=CC=CC=2)C1=O.O.NN. The catalyst is C(O)C.